From a dataset of Reaction yield outcomes from USPTO patents with 853,638 reactions. Predict the reaction yield, written as a fraction of the theoretical maximum amount of product (1.0 means a 100% yield; for example, 0.34 means a 34% yield). (1) The reactants are [O:1]=[C:2]1[C:10]2([CH2:15][CH2:14][CH2:13][CH2:12][CH2:11]2)[C:9]2[C:4](=[CH:5][CH:6]=[C:7]([C:16]3[CH:17]=[C:18]([CH:22]=[CH:23][CH:24]=3)[CH:19]=[N:20]O)[CH:8]=2)[NH:3]1.[Se](=O)=O. The catalyst is C(Cl)(Cl)Cl. The product is [O:1]=[C:2]1[C:10]2([CH2:11][CH2:12][CH2:13][CH2:14][CH2:15]2)[C:9]2[C:4](=[CH:5][CH:6]=[C:7]([C:16]3[CH:17]=[C:18]([CH:22]=[CH:23][CH:24]=3)[C:19]#[N:20])[CH:8]=2)[NH:3]1. The yield is 0.350. (2) The reactants are [Si:1]([O:8][C@H:9]([CH3:40])[C@@H:10]([NH:27][C:28]1[CH:33]=[CH:32][C:31]([C:34]#[N:35])=[C:30]([C:36]([F:39])([F:38])[F:37])[CH:29]=1)[C:11]([NH:13][NH:14][C:15](=[O:26])[C:16]1[CH:21]=[CH:20][C:19]([S:22]([CH3:25])(=[O:24])=[O:23])=[CH:18][CH:17]=1)=O)([C:4]([CH3:7])([CH3:6])[CH3:5])([CH3:3])[CH3:2].C1C=CC(P(C2C=CC=CC=2)C2C=CC=CC=2)=CC=1.II.CCN(CC)CC. The catalyst is C(Cl)Cl. The product is [Si:1]([O:8][C@H:9]([CH3:40])[C@@H:10]([NH:27][C:28]1[CH:33]=[CH:32][C:31]([C:34]#[N:35])=[C:30]([C:36]([F:37])([F:39])[F:38])[CH:29]=1)[C:11]1[O:26][C:15]([C:16]2[CH:17]=[CH:18][C:19]([S:22]([CH3:25])(=[O:23])=[O:24])=[CH:20][CH:21]=2)=[N:14][N:13]=1)([C:4]([CH3:5])([CH3:7])[CH3:6])([CH3:2])[CH3:3]. The yield is 0.940. (3) The reactants are [C:1]([C:5]1[CH:10]=[CH:9][C:8]([S:11]([CH:14]2[CH2:19][CH2:18][NH:17][CH2:16][CH2:15]2)(=[O:13])=[O:12])=[CH:7][CH:6]=1)([CH3:4])([CH3:3])[CH3:2].Cl[C:21]1[C:26]([F:27])=[CH:25][CH:24]=[CH:23][N:22]=1.CCN(C(C)C)C(C)C. The catalyst is O1CCOCC1. The product is [C:1]([C:5]1[CH:6]=[CH:7][C:8]([S:11]([CH:14]2[CH2:15][CH2:16][N:17]([C:21]3[C:26]([F:27])=[CH:25][CH:24]=[CH:23][N:22]=3)[CH2:18][CH2:19]2)(=[O:13])=[O:12])=[CH:9][CH:10]=1)([CH3:4])([CH3:2])[CH3:3]. The yield is 0.100. (4) The product is [C:23]([O:22][C:21](=[O:27])[NH:20][CH:17]1[CH2:18][CH2:19][CH:14]([CH2:13][N:4]2[C:5]3=[N:6][C:7]([S:11][CH3:12])=[N:8][CH:9]=[C:10]3[C:2]([C:28]3[CH:33]=[CH:32][CH:31]=[CH:30][CH:29]=3)=[N:3]2)[CH2:15][CH2:16]1)([CH3:26])([CH3:25])[CH3:24]. The reactants are Br[C:2]1[C:10]2[C:5](=[N:6][C:7]([S:11][CH3:12])=[N:8][CH:9]=2)[N:4]([CH2:13][C@H:14]2[CH2:19][CH2:18][C@H:17]([NH:20][C:21](=[O:27])[O:22][C:23]([CH3:26])([CH3:25])[CH3:24])[CH2:16][CH2:15]2)[N:3]=1.[C:28]1(B(O)O)[CH:33]=[CH:32][CH:31]=[CH:30][CH:29]=1.P(=O)([O-])[O-].[K+].[K+].O1CCOCC1. The catalyst is C1C=CC([P]([Pd]([P](C2C=CC=CC=2)(C2C=CC=CC=2)C2C=CC=CC=2)([P](C2C=CC=CC=2)(C2C=CC=CC=2)C2C=CC=CC=2)[P](C2C=CC=CC=2)(C2C=CC=CC=2)C2C=CC=CC=2)(C2C=CC=CC=2)C2C=CC=CC=2)=CC=1.O. The yield is 0.880. (5) The reactants are Br[C:2]1[CH:11]=[CH:10][CH:9]=[CH:8][C:3]=1[C:4]([O:6]C)=O.CC1(C)C(C)(C)OB(C2[CH2:21][CH2:22][NH:23][CH2:24][CH:25]=2)O1.[C:27]([O-:30])(O)=[O:28].[Na+]. The catalyst is O1CCOCC1.CCOC(C)=O.C1C=CC([P]([Pd]([P](C2C=CC=CC=2)(C2C=CC=CC=2)C2C=CC=CC=2)([P](C2C=CC=CC=2)(C2C=CC=CC=2)C2C=CC=CC=2)[P](C2C=CC=CC=2)(C2C=CC=CC=2)C2C=CC=CC=2)(C2C=CC=CC=2)C2C=CC=CC=2)=CC=1. The product is [C:3]([O:30][C:27]([N:23]1[CH2:22][CH2:21][C:4]([OH:6])([C:3]2[CH:2]=[CH:11][CH:10]=[CH:9][CH:8]=2)[CH2:25][CH2:24]1)=[O:28])([CH3:8])([CH3:4])[CH3:2]. The yield is 0.980.